This data is from Full USPTO retrosynthesis dataset with 1.9M reactions from patents (1976-2016). The task is: Predict the reactants needed to synthesize the given product. (1) Given the product [CH:1]1([N:4]2[C:12](=[O:13])[C:11]3[NH:10][C:9]([C:14]4[CH:19]=[CH:18][C:17]([N:20]([CH2:21][CH2:22][O:23][CH3:24])[C:48](=[O:49])[C:47]5[CH:51]=[CH:52][C:44]([F:43])=[N:45][CH:46]=5)=[N:16][CH:15]=4)=[N:8][C:7]=3[N:6]([CH2:25][CH2:26][CH3:27])[C:5]2=[O:28])[CH2:2][CH2:3]1, predict the reactants needed to synthesize it. The reactants are: [CH:1]1([N:4]2[C:12](=[O:13])[C:11]3[NH:10][C:9]([C:14]4[CH:15]=[N:16][C:17]([NH:20][CH2:21][CH2:22][O:23][CH3:24])=[CH:18][CH:19]=4)=[N:8][C:7]=3[N:6]([CH2:25][CH2:26][CH3:27])[C:5]2=[O:28])[CH2:3][CH2:2]1.O1CCCC1.C(N(CC)C(C)C)(C)C.[F:43][C:44]1[CH:52]=[CH:51][C:47]([C:48](Cl)=[O:49])=[CH:46][N:45]=1. (2) Given the product [F:6][C:7]1[C:8]([F:17])=[C:9]([Si:13]([CH3:14])([CH3:16])[CH3:15])[CH:10]=[CH:11][C:12]=1[B:18]1[O:21][CH2:26][C:25]([CH3:29])([CH3:27])[CH2:24][O:19]1, predict the reactants needed to synthesize it. The reactants are: [Li]CCCC.[F:6][C:7]1[CH:12]=[CH:11][CH:10]=[C:9]([Si:13]([CH3:16])([CH3:15])[CH3:14])[C:8]=1[F:17].[B:18]([O-:21])([O-])[O-:19].Cl.O[CH2:24][C:25]([CH3:29])([CH2:27]O)[CH3:26].S([O-])([O-])(=O)=O.[Mg+2]. (3) The reactants are: [NH2:1][C:2]1[CH:3]=[C:4]2[C:8](=[CH:9][CH:10]=1)[C:7](=O)[CH2:6][CH2:5]2.[Si:12]([O:19][NH2:20])([C:15]([CH3:18])([CH3:17])[CH3:16])([CH3:14])[CH3:13].S(O)(C1C=CC(C)=CC=1)(=O)=O.O. Given the product [Si:12]([O:19][N:20]=[C:7]1[C:8]2[C:4](=[CH:3][C:2]([NH2:1])=[CH:10][CH:9]=2)[CH2:5][CH2:6]1)([C:15]([CH3:18])([CH3:17])[CH3:16])([CH3:14])[CH3:13], predict the reactants needed to synthesize it. (4) Given the product [Br:1][C:2]1[CH:7]=[CH:6][C:5]2[C:8]([C:9]([F:12])([F:11])[F:10])=[N:13][O:14][C:4]=2[CH:3]=1, predict the reactants needed to synthesize it. The reactants are: [Br:1][C:2]1[CH:7]=[CH:6][C:5]([C:8](=[N:13][OH:14])[C:9]([F:12])([F:11])[F:10])=[C:4](F)[CH:3]=1.N12CCCN=C1CCCCC2.C1COCC1. (5) Given the product [C:21]1([CH:11]([C:12]2[C:16]3[CH:17]=[N:18][CH:19]=[CH:20][C:15]=3[NH:14][CH:13]=2)[CH:5]([C:4]([OH:27])=[O:3])[C:6]([OH:8])=[O:7])[CH:26]=[CH:25][CH:24]=[CH:23][CH:22]=1, predict the reactants needed to synthesize it. The reactants are: C([O:3][C:4](=[O:27])[CH:5]([CH:11]([C:21]1[CH:26]=[CH:25][CH:24]=[CH:23][CH:22]=1)[C:12]1[C:16]2[CH:17]=[N:18][CH:19]=[CH:20][C:15]=2[NH:14][CH:13]=1)[C:6]([O:8]CC)=[O:7])C.[OH-].[Na+].